Dataset: TCR-epitope binding with 47,182 pairs between 192 epitopes and 23,139 TCRs. Task: Binary Classification. Given a T-cell receptor sequence (or CDR3 region) and an epitope sequence, predict whether binding occurs between them. Result: 0 (the TCR does not bind to the epitope). The epitope is EPLPQGQLTAY. The TCR CDR3 sequence is CASSTTEILYF.